This data is from Forward reaction prediction with 1.9M reactions from USPTO patents (1976-2016). The task is: Predict the product of the given reaction. (1) Given the reactants [Cl-].C[SiH](C)C.[Cl:6][C:7]1[CH:14]=[CH:13][CH:12]=[CH:11][C:8]=1[CH2:9]Br.[Cl:15][C:16]1[CH:21]=[C:20](Cl)[N:19]=[CH:18][N:17]=1.O, predict the reaction product. The product is: [Cl:15][C:16]1[CH:21]=[C:20]([CH2:9][C:8]2[CH:11]=[CH:12][CH:13]=[CH:14][C:7]=2[Cl:6])[N:19]=[CH:18][N:17]=1. (2) Given the reactants [OH-].[Li+].[C:3]([NH:6][CH:7]([CH2:12][C:13]1[CH:18]=[CH:17][C:16]([C:19]2[C:20]([NH:25][C:26]([O:28][C:29]([CH3:32])([CH3:31])[CH3:30])=[O:27])=[N:21][N:22]([CH3:24])[CH:23]=2)=[CH:15][CH:14]=1)[C:8](OC)=[O:9])(=[O:5])[CH3:4].C(=O)(O)[O-].[Na+].[NH2:38][CH2:39][CH:40]([OH:47])[CH2:41][C:42]([CH3:46])([CH3:45])[CH2:43][CH3:44].Cl.CN(C)CCCN=C=NCC.ON1C2C=CC=CC=2N=N1, predict the reaction product. The product is: [C:29]([O:28][C:26](=[O:27])[NH:25][C:20]1[C:19]([C:16]2[CH:17]=[CH:18][C:13]([CH2:12][CH:7]([NH:6][C:3](=[O:5])[CH3:4])[C:8]([NH:38][CH2:39][CH:40]([OH:47])[CH2:41][C:42]([CH3:46])([CH3:45])[CH2:43][CH3:44])=[O:9])=[CH:14][CH:15]=2)=[CH:23][N:22]([CH3:24])[N:21]=1)([CH3:31])([CH3:30])[CH3:32].